This data is from Forward reaction prediction with 1.9M reactions from USPTO patents (1976-2016). The task is: Predict the product of the given reaction. (1) The product is: [Br:1][C:2]1[CH:3]=[CH:4][C:5]([F:9])=[C:6]([O:8][CH3:10])[CH:7]=1. Given the reactants [Br:1][C:2]1[CH:3]=[CH:4][C:5]([F:9])=[C:6]([OH:8])[CH:7]=1.[C:10]([O-])([O-])=O.[K+].[K+].CI, predict the reaction product. (2) Given the reactants [CH2:1]1[C@@H:6]([C:7]#[N:8])[N:5]([C:9]([C@@H:11]([NH2:23])[C:12]23[CH2:21][C:19]4([OH:22])[CH2:20][CH:14]([CH2:15][CH:16]([CH2:18]4)[CH2:17]2)[CH2:13]3)=[O:10])[C@@H:4]2[C@H:2]1[CH2:3]2.[ClH:24].O, predict the reaction product. The product is: [CH2:1]1[C@@H:6]([C:7]#[N:8])[N:5]([C:9]([C@@H:11]([NH2:23])[C:12]23[CH2:21][C:19]4([OH:22])[CH2:20][CH:14]([CH2:15][CH:16]([CH2:18]4)[CH2:17]2)[CH2:13]3)=[O:10])[C@@H:4]2[C@H:2]1[CH2:3]2.[ClH:24]. (3) Given the reactants [CH3:1][CH2:2][CH2:3][CH2:4][N+:5]([CH2:14][CH2:15][CH2:16][CH3:17])([CH2:10][CH2:11][CH2:12][CH3:13])[CH2:6][CH2:7][CH2:8][CH3:9].[F-:18].[CH3:19][N:20]([CH:22]=[O:23])[CH3:21], predict the reaction product. The product is: [CH3:13][CH2:12][CH2:11][CH2:10][N+:5]([CH2:14][CH2:15][CH2:16][CH3:17])([CH2:4][CH2:3][CH2:2][CH3:1])[CH2:6][CH2:7][CH2:8][CH3:9].[F-:18].[CH3:19][N:20]([CH:22]=[O:23])[CH3:21]. (4) The product is: [N:1]1[C:2]2[CH:3]=[CH:4][CH:5]=[CH:6][C:7]=2[NH:8][CH:39]=1. Given the reactants [NH2:1][C:2]1[C:3](OC2C=CC(F)=CC=2F)=[C:4](C2C3C=CN(S(C4C=CC(C)=CC=4)(=O)=O)C=3C(=O)N(C)C=2)[CH:5]=[CH:6][C:7]=1[NH2:8].[CH:39]([O-])([O-])OCC.O.C1(C)C=CC(S(O)(=O)=O)=CC=1, predict the reaction product. (5) Given the reactants C[Si]([N-][Si](C)(C)C)(C)C.[Li+].[C:11]([C:14]1[CH:18]=[CH:17][N:16]([CH3:19])[N:15]=1)(=[O:13])[CH3:12].[C:20](OC)(=[O:25])[C:21]([O:23][CH3:24])=[O:22].O, predict the reaction product. The product is: [CH3:24][O:23][C:21](=[O:22])[C:20](=[O:25])[CH2:12][C:11]([C:14]1[CH:18]=[CH:17][N:16]([CH3:19])[N:15]=1)=[O:13]. (6) Given the reactants C(O)(=O)C.[Br:5][C:6]1[CH:7]=[N:8][CH:9]=[CH:10][C:11]=1[CH:12]=O.[NH:14]1[CH2:18][CH2:17][CH2:16][CH2:15]1.[BH-](OC(C)=O)(OC(C)=O)OC(C)=O.[Na+], predict the reaction product. The product is: [Br:5][C:6]1[CH:7]=[N:8][CH:9]=[CH:10][C:11]=1[CH2:12][N:14]1[CH2:18][CH2:17][CH2:16][CH2:15]1.